From a dataset of Reaction yield outcomes from USPTO patents with 853,638 reactions. Predict the reaction yield, written as a fraction of the theoretical maximum amount of product (1.0 means a 100% yield; for example, 0.34 means a 34% yield). (1) The reactants are Cl[C:2]1[C:7]([C:8]([F:11])([F:10])[F:9])=[CH:6][CH:5]=[CH:4][N:3]=1.[CH3:12][O:13][C:14]1[CH:19]=[CH:18][C:17](B(O)O)=[CH:16][N:15]=1.C(=O)([O-])[O-].[K+].[K+]. The catalyst is C1(C)C=CC=CC=1.[Pd].C1(P(C2C=CC=CC=2)C2C=CC=CC=2)C=CC=CC=1.C1(P(C2C=CC=CC=2)C2C=CC=CC=2)C=CC=CC=1.C1(P(C2C=CC=CC=2)C2C=CC=CC=2)C=CC=CC=1.C1(P(C2C=CC=CC=2)C2C=CC=CC=2)C=CC=CC=1. The product is [CH3:12][O:13][C:14]1[N:15]=[CH:16][C:17]([C:2]2[C:7]([C:8]([F:11])([F:10])[F:9])=[CH:6][CH:5]=[CH:4][N:3]=2)=[CH:18][CH:19]=1. The yield is 0.950. (2) The reactants are [CH3:1][O:2][C:3]1[CH:4]=[C:5]2[C:10](=[CH:11][C:12]=1[O:13][CH3:14])[N:9]=[CH:8][CH:7]=[C:6]2[O:15][C:16]1[CH:22]=[CH:21][C:19]([NH2:20])=[CH:18][CH:17]=1.C(O)C.[CH3:26][C:27]1[CH:32]=[CH:31][C:30]([C:33]([N:35]=[C:36]=[S:37])=[O:34])=[CH:29][CH:28]=1. The catalyst is C1(C)C=CC=CC=1. The product is [CH3:1][O:2][C:3]1[CH:4]=[C:5]2[C:10](=[CH:11][C:12]=1[O:13][CH3:14])[N:9]=[CH:8][CH:7]=[C:6]2[O:15][C:16]1[CH:22]=[CH:21][C:19]([NH:20][C:36]([NH:35][C:33](=[O:34])[C:30]2[CH:31]=[CH:32][C:27]([CH3:26])=[CH:28][CH:29]=2)=[S:37])=[CH:18][CH:17]=1. The yield is 0.890. (3) The reactants are [NH2:1][C:2]1[N:6]([CH3:7])[N:5]=[C:4]([C:8]([O:10][CH2:11][CH3:12])=[O:9])[C:3]=1[CH3:13].[O:14]1[CH2:19][CH2:18][C:17](=O)[CH2:16][CH2:15]1.[CH3:21][C:22](O)=O.[BH-](OC(C)=O)(OC(C)=O)OC(C)=O.[Na+].C(=O)C. The catalyst is ClCCCl. The product is [CH2:21]([N:1]([CH:17]1[CH2:18][CH2:19][O:14][CH2:15][CH2:16]1)[C:2]1[N:6]([CH3:7])[N:5]=[C:4]([C:8]([O:10][CH2:11][CH3:12])=[O:9])[C:3]=1[CH3:13])[CH3:22]. The yield is 0.709. (4) The reactants are [CH3:1][O:2][C:3]1[CH:11]=[C:10]2[C:6]([C:7]([CH:12]([CH2:17][CH3:18])[C:13]([O:15]C)=[O:14])=[CH:8][CH2:9]2)=[CH:5][CH:4]=1.[OH-].[K+]. The catalyst is CO.O. The product is [CH3:1][O:2][C:3]1[CH:11]=[C:10]2[C:6]([C:7]([CH:12]([CH2:17][CH3:18])[C:13]([OH:15])=[O:14])=[CH:8][CH2:9]2)=[CH:5][CH:4]=1. The yield is 0.950. (5) The reactants are [Br:1][C:2]1[CH:3]=[C:4]([O:11][CH:12]([CH3:14])[CH3:13])[C:5]([CH3:10])=[C:6]([CH2:8][OH:9])[CH:7]=1. The catalyst is C(Cl)(Cl)Cl.O=[Mn]=O. The product is [Br:1][C:2]1[CH:3]=[C:4]([O:11][CH:12]([CH3:14])[CH3:13])[C:5]([CH3:10])=[C:6]([CH:7]=1)[CH:8]=[O:9]. The yield is 0.730. (6) The reactants are [N:1]1[CH:6]=[CH:5][CH:4]=[CH:3][C:2]=1[C:7]1[CH:12]=[CH:11][CH:10]=[CH:9][N:8]=1.ClC1C=CC=C(C(OO)=[O:21])C=1. The catalyst is C(Cl)(Cl)Cl. The product is [N+:1]1([O-:21])[C:2]([C:7]2[CH:12]=[CH:11][CH:10]=[CH:9][N:8]=2)=[CH:3][CH:4]=[CH:5][CH:6]=1. The yield is 0.580. (7) The reactants are Cl[C:2]1[N:6]([CH3:7])[N:5]=[CH:4][C:3]=1[N+:8]([O-:10])=[O:9].[CH:11]1([OH:17])[CH2:16][CH2:15][CH2:14][CH2:13][CH2:12]1. No catalyst specified. The product is [CH:11]1([O:17][C:2]2[N:6]([CH3:7])[N:5]=[CH:4][C:3]=2[N+:8]([O-:10])=[O:9])[CH2:16][CH2:15][CH2:14][CH2:13][CH2:12]1. The yield is 0.470.